From a dataset of NCI-60 drug combinations with 297,098 pairs across 59 cell lines. Regression. Given two drug SMILES strings and cell line genomic features, predict the synergy score measuring deviation from expected non-interaction effect. (1) Drug 1: C1CNP(=O)(OC1)N(CCCl)CCCl. Drug 2: CC1CC(C(C(C=C(C(C(C=CC=C(C(=O)NC2=CC(=O)C(=C(C1)C2=O)OC)C)OC)OC(=O)N)C)C)O)OC. Cell line: T-47D. Synergy scores: CSS=-0.641, Synergy_ZIP=4.21, Synergy_Bliss=-0.479, Synergy_Loewe=-4.84, Synergy_HSA=-2.51. (2) Drug 1: CS(=O)(=O)C1=CC(=C(C=C1)C(=O)NC2=CC(=C(C=C2)Cl)C3=CC=CC=N3)Cl. Drug 2: COC1=C2C(=CC3=C1OC=C3)C=CC(=O)O2. Cell line: MOLT-4. Synergy scores: CSS=2.03, Synergy_ZIP=1.22, Synergy_Bliss=4.07, Synergy_Loewe=1.10, Synergy_HSA=1.15. (3) Drug 1: C1=C(C(=O)NC(=O)N1)F. Drug 2: C1=NC(=NC(=O)N1C2C(C(C(O2)CO)O)O)N. Cell line: ACHN. Synergy scores: CSS=50.2, Synergy_ZIP=2.55, Synergy_Bliss=1.35, Synergy_Loewe=4.92, Synergy_HSA=6.34. (4) Drug 1: CC=C1C(=O)NC(C(=O)OC2CC(=O)NC(C(=O)NC(CSSCCC=C2)C(=O)N1)C(C)C)C(C)C. Drug 2: CCC1(C2=C(COC1=O)C(=O)N3CC4=CC5=C(C=CC(=C5CN(C)C)O)N=C4C3=C2)O.Cl. Cell line: SW-620. Synergy scores: CSS=55.1, Synergy_ZIP=4.17, Synergy_Bliss=1.90, Synergy_Loewe=2.65, Synergy_HSA=3.59. (5) Drug 1: C1=CC(=CC=C1C#N)C(C2=CC=C(C=C2)C#N)N3C=NC=N3. Drug 2: CCC(=C(C1=CC=CC=C1)C2=CC=C(C=C2)OCCN(C)C)C3=CC=CC=C3.C(C(=O)O)C(CC(=O)O)(C(=O)O)O. Cell line: CCRF-CEM. Synergy scores: CSS=7.37, Synergy_ZIP=-2.30, Synergy_Bliss=-4.06, Synergy_Loewe=-6.71, Synergy_HSA=-5.12.